Task: Predict the product of the given reaction.. Dataset: Forward reaction prediction with 1.9M reactions from USPTO patents (1976-2016) (1) Given the reactants [CH3:1][O:2][C:3](=[O:21])[C@H:4]([CH2:13][C:14]1[CH:19]=[CH:18][C:17]([OH:20])=[CH:16][CH:15]=1)[NH:5][C:6]([O:8][C:9]([CH3:12])([CH3:11])[CH3:10])=[O:7].N1C(C)=CC=CC=1C.[F:30][C:31]([F:44])([F:43])[S:32](O[S:32]([C:31]([F:44])([F:43])[F:30])(=[O:34])=[O:33])(=[O:34])=[O:33], predict the reaction product. The product is: [C:9]([O:8][C:6]([NH:5][C@H:4]([C:3]([O:2][CH3:1])=[O:21])[CH2:13][C:14]1[CH:19]=[CH:18][C:17]([O:20][S:32]([C:31]([F:44])([F:43])[F:30])(=[O:34])=[O:33])=[CH:16][CH:15]=1)=[O:7])([CH3:12])([CH3:10])[CH3:11]. (2) Given the reactants [CH3:1][C@@:2]([OH:34])([C:30]([CH3:33])([CH3:32])[CH3:31])[C@@H:3]1[C@:8]2([O:28][CH3:29])[C@@H:9]3[O:23][C:18]4=[C:19]([OH:22])[CH:20]=[CH:21][C:16]5=[C:17]4[C@:10]43[CH2:11][CH2:12][N:13]([CH2:24][CH:25]3[CH2:27][CH2:26]3)[C@H:14]([CH2:15]5)[C@@:5]4([CH2:6][CH2:7]2)[CH2:4]1.[C:35]([OH:52])(=[O:51])[CH2:36][CH2:37][CH2:38][CH2:39][CH2:40][CH2:41][CH2:42][CH2:43][CH2:44][CH2:45][CH2:46][CH2:47][CH2:48][CH2:49][CH3:50], predict the reaction product. The product is: [CH3:1][C@@:2]([OH:34])([C:30]([CH3:33])([CH3:32])[CH3:31])[C@@H:3]1[C@:8]2([O:28][CH3:29])[C@@H:9]3[O:23][C:18]4=[C:19]([OH:22])[CH:20]=[CH:21][C:16]5=[C:17]4[C@:10]43[CH2:11][CH2:12][N:13]([CH2:24][CH:25]3[CH2:26][CH2:27]3)[C@H:14]([CH2:15]5)[C@@:5]4([CH2:6][CH2:7]2)[CH2:4]1.[C:35]([O-:52])(=[O:51])[CH2:36][CH2:37][CH2:38][CH2:39][CH2:40][CH2:41][CH2:42][CH2:43][CH2:44][CH2:45][CH2:46][CH2:47][CH2:48][CH2:49][CH3:50]. (3) Given the reactants [CH3:1][N:2]1[C:10]([CH2:11][N:12]2[CH2:17][CH2:16][CH:15]([C:18]([OH:21])([CH3:20])[CH3:19])[CH2:14][CH2:13]2)=[N:9][C:8]2[C:3]1=[N:4][C:5]([Sn](CCCC)(CCCC)CCCC)=[N:6][C:7]=2[N:22]1[CH2:27][CH2:26][O:25][CH2:24][CH2:23]1.Br[C:42]1[N:50]=[CH:49][CH:48]=[C:47]2[C:43]=1[CH:44]=[CH:45][NH:46]2, predict the reaction product. The product is: [CH3:1][N:2]1[C:10]([CH2:11][N:12]2[CH2:17][CH2:16][CH:15]([C:18]([OH:21])([CH3:20])[CH3:19])[CH2:14][CH2:13]2)=[N:9][C:8]2[C:3]1=[N:4][C:5]([C:42]1[C:43]3[CH:44]=[CH:45][NH:46][C:47]=3[CH:48]=[CH:49][N:50]=1)=[N:6][C:7]=2[N:22]1[CH2:27][CH2:26][O:25][CH2:24][CH2:23]1. (4) Given the reactants [F:1][C:2]1[CH:3]=[CH:4][C:5]([O:19][CH3:20])=[C:6]([C:8]([CH3:18])([CH3:17])[CH2:9][C:10]2([C:13]([F:16])([F:15])[F:14])[CH2:12][O:11]2)[CH:7]=1.[NH2:21][C:22]1[N:27]=[C:26]([CH3:28])[N:25]=[C:24]2[N:29]([C:32]3[CH:33]=[C:34]([CH:37]=[CH:38][CH:39]=3)[C:35]#[N:36])[N:30]=[CH:31][C:23]=12, predict the reaction product. The product is: [F:1][C:2]1[CH:3]=[CH:4][C:5]([O:19][CH3:20])=[C:6]([C:8]([CH3:18])([CH3:17])[CH2:9][C:10]([OH:11])([C:13]([F:16])([F:15])[F:14])[CH2:12][NH:21][C:22]2[N:27]=[C:26]([CH3:28])[N:25]=[C:24]3[N:29]([C:32]4[CH:33]=[C:34]([CH:37]=[CH:38][CH:39]=4)[C:35]#[N:36])[N:30]=[CH:31][C:23]=23)[CH:7]=1. (5) Given the reactants [ClH:1].[N:2]1[CH:7]=[CH:6][CH:5]=[CH:4][C:3]=1[CH2:8][O:9][C:10]1[CH:15]=[CH:14][C:13]([NH2:16])=[CH:12][CH:11]=1.[N:17]([O-])=O.[Na+].[O-]S(S([O-])=O)=O.[Na+].[Na+].[OH-].[K+], predict the reaction product. The product is: [ClH:1].[ClH:1].[N:2]1[CH:7]=[CH:6][CH:5]=[CH:4][C:3]=1[CH2:8][O:9][C:10]1[CH:15]=[CH:14][C:13]([NH:16][NH2:17])=[CH:12][CH:11]=1.